This data is from Forward reaction prediction with 1.9M reactions from USPTO patents (1976-2016). The task is: Predict the product of the given reaction. (1) Given the reactants [NH2:1][C:2]1[C:7]([F:8])=[C:6]([C:9]2[CH:14]=[CH:13][C:12]([Cl:15])=[C:11]([O:16][CH3:17])[C:10]=2[F:18])[N:5]=[C:4]([C:19]([O:21][CH:22]([CH3:24])[CH3:23])=[O:20])[CH:3]=1.[Br:25]N1C(=O)CCC1=O, predict the reaction product. The product is: [NH2:1][C:2]1[C:7]([F:8])=[C:6]([C:9]2[CH:14]=[CH:13][C:12]([Cl:15])=[C:11]([O:16][CH3:17])[C:10]=2[F:18])[N:5]=[C:4]([C:19]([O:21][CH:22]([CH3:24])[CH3:23])=[O:20])[C:3]=1[Br:25]. (2) The product is: [C:1]([C:3]1[CH:4]=[C:5]([NH:9][C:10](=[O:11])[O:34][CH2:33][CH2:32][C:27]2[C:26]([CH2:35][CH3:36])=[CH:25][C:24]([Br:23])=[CH:29][C:28]=2[CH2:30][CH3:31])[CH:6]=[CH:7][CH:8]=1)#[N:2]. Given the reactants [C:1]([C:3]1[CH:4]=[C:5]([NH:9][C:10](=O)[O:11]CCC2C=CC(Br)=CC=2C)[CH:6]=[CH:7][CH:8]=1)#[N:2].[Br:23][C:24]1[CH:29]=[C:28]([CH2:30][CH3:31])[C:27]([CH2:32][CH2:33][OH:34])=[C:26]([CH2:35][CH3:36])[CH:25]=1.N(C1C=C(C=CC=1)C#N)=C=O, predict the reaction product. (3) The product is: [O:18]1[CH:19]=[CH:20][CH:21]=[C:17]1[C:15]1[N:16]=[C:12]([NH:11][C:2]([C:3]2[CH:4]=[N:5][CH:6]=[CH:7][CH:8]=2)=[O:9])[S:13][C:14]=1[N:22]1[CH2:27][CH2:26][O:25][CH2:24][CH2:23]1. Given the reactants Cl.[C:2](Cl)(=[O:9])[C:3]1[CH:8]=[CH:7][CH:6]=[N:5][CH:4]=1.[NH2:11][C:12]1[S:13][C:14]([N:22]2[CH2:27][CH2:26][O:25][CH2:24][CH2:23]2)=[C:15]([C:17]2[O:18][CH:19]=[CH:20][CH:21]=2)[N:16]=1, predict the reaction product. (4) Given the reactants [F:1][CH:2]([F:14])[C:3]1[CH:4]=[CH:5][C:6]([F:13])=[C:7]([CH:12]=1)[C:8]([O:10]C)=[O:9].[Li+].[OH-].Cl, predict the reaction product. The product is: [F:14][CH:2]([F:1])[C:3]1[CH:4]=[CH:5][C:6]([F:13])=[C:7]([CH:12]=1)[C:8]([OH:10])=[O:9]. (5) Given the reactants [CH3:1][O:2][CH2:3][C:4]([OH:6])=O.ON1C(=O)C2C=CC=CC=2N=N1.Cl.CN(C)CCCN=C=NCC.[F:31][C:32]1[C:33]([NH:50][C:51]2[CH:56]=[CH:55][C:54]([I:57])=[CH:53][C:52]=2[F:58])=[C:34]([CH:42]=[C:43]([CH2:46][NH:47][O:48][CH3:49])[C:44]=1[F:45])[C:35]([NH:37][O:38][CH2:39][CH2:40][OH:41])=[O:36].C(N(CC)CC)C, predict the reaction product. The product is: [F:31][C:32]1[C:33]([NH:50][C:51]2[CH:56]=[CH:55][C:54]([I:57])=[CH:53][C:52]=2[F:58])=[C:34]([CH:42]=[C:43]([CH2:46][N:47]([O:48][CH3:49])[C:4](=[O:6])[CH2:3][O:2][CH3:1])[C:44]=1[F:45])[C:35]([NH:37][O:38][CH2:39][CH2:40][OH:41])=[O:36]. (6) Given the reactants CCN(C(C)C)C(C)C.OC(C(F)(F)F)=O.[NH2:17][CH2:18][C:19]([N:21]1[CH2:26][CH2:25][N:24]([C:27](=[O:38])[C:28]2[CH:33]=[CH:32][CH:31]=[CH:30][C:29]=2[C:34]([F:37])([F:36])[F:35])[CH2:23][CH2:22]1)=[O:20].C1C=CC2N(O)N=NC=2C=1.CCN=C=NCCCN(C)C.Cl.[C:61]1([C:70]2[CH:75]=[CH:74][CH:73]=[CH:72][CH:71]=2)[CH:66]=[CH:65][C:64]([C:67](O)=[O:68])=[CH:63][CH:62]=1, predict the reaction product. The product is: [O:20]=[C:19]([N:21]1[CH2:22][CH2:23][N:24]([C:27](=[O:38])[C:28]2[CH:33]=[CH:32][CH:31]=[CH:30][C:29]=2[C:34]([F:37])([F:35])[F:36])[CH2:25][CH2:26]1)[CH2:18][NH:17][C:67]([C:64]1[CH:65]=[CH:66][C:61]([C:70]2[CH:71]=[CH:72][CH:73]=[CH:74][CH:75]=2)=[CH:62][CH:63]=1)=[O:68]. (7) Given the reactants [N:1]#[C:2]Br.[CH2:4]([NH:8][C:9]1[CH:10]=[C:11]([N:16]2[CH:20]=[CH:19][N:18]=[C:17]2[C:21]2[CH:26]=[CH:25][CH:24]=[CH:23][CH:22]=2)[CH:12]=[CH:13][C:14]=1[NH2:15])[CH:5]([CH3:7])[CH3:6], predict the reaction product. The product is: [CH2:4]([N:8]1[C:9]2[CH:10]=[C:11]([N:16]3[CH:20]=[CH:19][N:18]=[C:17]3[C:21]3[CH:26]=[CH:25][CH:24]=[CH:23][CH:22]=3)[CH:12]=[CH:13][C:14]=2[N:15]=[C:2]1[NH2:1])[CH:5]([CH3:7])[CH3:6]. (8) Given the reactants Cl[CH2:2][CH2:3][CH2:4][CH2:5][CH2:6][CH2:7][O:8][CH:9]1[CH2:14][CH2:13][CH2:12][CH2:11][O:10]1.[C:15]1([CH:22]=[CH:21][C:19]([OH:20])=[CH:18][CH:17]=1)[OH:16].C(=O)([O-])[O-].[K+].[K+].[I-].[K+], predict the reaction product. The product is: [O:10]1[CH2:11][CH2:12][CH2:13][CH2:14][CH:9]1[O:8][CH2:7][CH2:6][CH2:5][CH2:4][CH2:3][CH2:2][O:16][C:15]1[CH:22]=[CH:21][C:19]([OH:20])=[CH:18][CH:17]=1. (9) Given the reactants [CH3:1][C:2]1([NH2:12])[C:11]2[C:6](=[CH:7][CH:8]=[CH:9][CH:10]=2)[CH2:5][CH2:4][CH2:3]1.C(=O)([O-])[O-].[K+].[K+].[I-].C([N+]1(C)[CH2:27][CH2:26][C:25](=[O:28])[CH2:24][CH2:23]1)C, predict the reaction product. The product is: [CH3:1][C:2]1([N:12]2[CH2:27][CH2:26][C:25](=[O:28])[CH2:24][CH2:23]2)[C:11]2[C:6](=[CH:7][CH:8]=[CH:9][CH:10]=2)[CH2:5][CH2:4][CH2:3]1.